From a dataset of Forward reaction prediction with 1.9M reactions from USPTO patents (1976-2016). Predict the product of the given reaction. (1) The product is: [C:3]1([CH3:8])[CH:4]=[CH:5][CH:6]=[CH:7][C:2]=1[O:20][BH:19][OH:22]. Given the reactants Br[C:2]1[CH:7]=[CH:6][CH:5]=[CH:4][C:3]=1[CH3:8].C([Li])(C)(C)C.CCCCC.[B:19](OC)([O:22]C)[O:20]C, predict the reaction product. (2) Given the reactants [NH:1]1[CH2:6][CH2:5][CH2:4][CH2:3][CH:2]1[CH2:7][OH:8].[O:9](C(OC(C)(C)C)=O)[C:10]([O:12][C:13]([CH3:16])([CH3:15])[CH3:14])=O.CCN(CC)CC.Cl.CC(OI1(OC(C)=O)(OC(C)=O)OC(=O)C2C=CC=CC1=2)=O.C([O-])(O)=O.[Na+], predict the reaction product. The product is: [CH:7]([CH:2]1[CH2:3][CH2:4][CH2:5][CH2:6][N:1]1[C:10]([O:12][C:13]([CH3:16])([CH3:15])[CH3:14])=[O:9])=[O:8]. (3) Given the reactants [CH3:1][Si:2]([CH3:33])([CH3:32])[CH2:3][CH2:4][O:5][CH2:6][N:7]1[C:15]2[CH2:14][CH2:13][CH:12]([C:16]3C=NN(COCC[Si](C)(C)C)C=3)[CH2:11][C:10]=2[C:9]([C:29]([OH:31])=[O:30])=[N:8]1.C[Si](C)(C)CCOCN1C=C(C2CCC(=O)CC2)C=N1, predict the reaction product. The product is: [CH3:16][C:12]1([CH3:13])[CH2:14][C:15]2[N:7]([CH2:6][O:5][CH2:4][CH2:3][Si:2]([CH3:1])([CH3:32])[CH3:33])[N:8]=[C:9]([C:29]([OH:31])=[O:30])[C:10]=2[CH2:11]1. (4) Given the reactants [CH3:1][O:2][C:3]1[CH:4]=[C:5]([CH:19]=[CH:20][C:21]=1[O:22][CH2:23][C:24]1[N:25]=[C:26]([C:30]2[CH:35]=[CH:34][CH:33]=[CH:32][CH:31]=2)[O:27][C:28]=1[CH3:29])[CH2:6][O:7][C:8]1[C:12]([C:13](OCC)=[O:14])=[CH:11][N:10]([CH3:18])[N:9]=1.[H-].[Al+3].[Li+].[H-].[H-].[H-].O.O.O.O.O.O.O.O.O.O.S([O-])([O-])(=O)=O.[Na+].[Na+], predict the reaction product. The product is: [CH3:1][O:2][C:3]1[CH:4]=[C:5]([CH:19]=[CH:20][C:21]=1[O:22][CH2:23][C:24]1[N:25]=[C:26]([C:30]2[CH:31]=[CH:32][CH:33]=[CH:34][CH:35]=2)[O:27][C:28]=1[CH3:29])[CH2:6][O:7][C:8]1[C:12]([CH2:13][OH:14])=[CH:11][N:10]([CH3:18])[N:9]=1. (5) Given the reactants [CH:1]1([S:4]([NH:7][C:8]([C@:10]23[NH:50][C:49](=[O:51])[C@@H:48]4[CH2:52][C@@H:45]5[CH2:46][N:47]4[C:53](=[O:54])[C@@H:20]([NH:21][C:22](=[O:55])[O:23][C@H:24]4[C@H:28]([CH2:29][CH2:30][CH2:31][CH:32]=[CH:33][C:34]6[C:43]([O:44]5)=[CH:42][C:41]5[C:36](=[CH:37][CH:38]=[CH:39][CH:40]=5)[N:35]=6)[CH2:27][CH2:26][CH2:25]4)[CH2:19][CH2:18][CH2:17][CH2:16][CH2:15][CH:14]=[CH:13][C@@H:12]2[CH2:11]3)=[O:9])(=[O:6])=[O:5])[CH2:3][CH2:2]1.[BH4-].[Na+], predict the reaction product. The product is: [CH:1]1([S:4]([NH:7][C:8]([C@:10]23[NH:50][C:49](=[O:51])[C@@H:48]4[CH2:52][C@@H:45]5[CH2:46][N:47]4[C:53](=[O:54])[C@@H:20]([NH:21][C:22](=[O:55])[O:23][C@H:24]4[C@H:28]([CH2:29][CH2:30][CH2:31][CH2:32][CH2:33][C:34]6[C:43]([O:44]5)=[CH:42][C:41]5[C:36](=[CH:37][CH:38]=[CH:39][CH:40]=5)[N:35]=6)[CH2:27][CH2:26][CH2:25]4)[CH2:19][CH2:18][CH2:17][CH2:16][CH2:15][CH:14]=[CH:13][C@@H:12]2[CH2:11]3)=[O:9])(=[O:5])=[O:6])[CH2:3][CH2:2]1. (6) Given the reactants [F:1][C:2]1[CH:7]=[CH:6][CH:5]=[CH:4][C:3]=1[C@@H:8]1[NH:13][C:12](=[O:14])[C@H:11]([CH2:15][CH:16]([CH3:18])[CH3:17])[NH:10][CH2:9]1.[F:19][C:20]1[CH:25]=[CH:24][C:23]([C:26]2[O:30][N:29]=[C:28]([C:31](O)=[O:32])[CH:27]=2)=[CH:22][CH:21]=1.C([C@@H]1N(C([C@@H]2C[C@H]2C2C=CC=CC=2)=O)C[C@H](CC(C)C)NC1=O)C(C)C, predict the reaction product. The product is: [F:1][C:2]1[CH:7]=[CH:6][CH:5]=[CH:4][C:3]=1[C@@H:8]1[NH:13][C:12](=[O:14])[C@H:11]([CH2:15][CH:16]([CH3:18])[CH3:17])[N:10]([C:31]([C:28]2[CH:27]=[C:26]([C:23]3[CH:24]=[CH:25][C:20]([F:19])=[CH:21][CH:22]=3)[O:30][N:29]=2)=[O:32])[CH2:9]1. (7) The product is: [C:18]([C:15]1[CH:14]=[C:13]([CH:12]=[C:11]([C:7]([CH3:10])([CH3:9])[CH3:8])[C:16]=1[OH:17])[CH2:22][N:24]1[CH2:27][CH:26]([OH:28])[CH2:25]1)([CH3:21])([CH3:20])[CH3:19]. Given the reactants [H-].[Al+3].[Li+].[H-].[H-].[H-].[C:7]([C:11]1[CH:12]=[C:13]([C:22]([N:24]2[CH2:27][CH:26]([OH:28])[CH2:25]2)=O)[CH:14]=[C:15]([C:18]([CH3:21])([CH3:20])[CH3:19])[C:16]=1[OH:17])([CH3:10])([CH3:9])[CH3:8], predict the reaction product.